Dataset: Forward reaction prediction with 1.9M reactions from USPTO patents (1976-2016). Task: Predict the product of the given reaction. (1) Given the reactants [CH:1]1[C:14]2[C:5](=[N:6][C:7]3[C:12]([C:13]=2[C:15]([OH:17])=[O:16])=[CH:11][CH:10]=[CH:9][CH:8]=3)[CH:4]=[CH:3][CH:2]=1.CI.[C:20](=O)([O-])[O-].[K+].[K+], predict the reaction product. The product is: [CH:11]1[C:12]2[C:7](=[N:6][C:5]3[C:14]([C:13]=2[C:15]([O:17][CH3:20])=[O:16])=[CH:1][CH:2]=[CH:3][CH:4]=3)[CH:8]=[CH:9][CH:10]=1. (2) Given the reactants [Cl:1][C:2]1[C:3]([OH:16])=[C:4]([CH2:11][CH:12]([OH:15])CO)[CH:5]=[C:6]([N+:8]([O-:10])=[O:9])[CH:7]=1.I([O-])(=O)(=O)=O.[Na+].[BH4-].[Na+].Cl, predict the reaction product. The product is: [Cl:1][C:2]1[CH:7]=[C:6]([N+:8]([O-:10])=[O:9])[CH:5]=[C:4]([CH2:11][CH2:12][OH:15])[C:3]=1[OH:16].